From a dataset of Full USPTO retrosynthesis dataset with 1.9M reactions from patents (1976-2016). Predict the reactants needed to synthesize the given product. (1) Given the product [CH2:1]([C:5]1[N:6]=[C:7]([CH3:27])[N:8]([CH2:31][CH2:32][C:33]2[CH:38]=[CH:37][CH:36]=[CH:35][CH:34]=2)[C:9](=[O:26])[C:10]=1[CH2:11][C:12]1[CH:17]=[CH:16][C:15]([C:18]2[CH:23]=[CH:22][CH:21]=[CH:20][C:19]=2[C:24]2[NH:41][C:42](=[O:45])[O:43][N:25]=2)=[CH:14][CH:13]=1)[CH2:2][CH2:3][CH3:4], predict the reactants needed to synthesize it. The reactants are: [CH2:1]([C:5]1[N:6]=[C:7]([CH3:27])[NH:8][C:9](=[O:26])[C:10]=1[CH2:11][C:12]1[CH:17]=[CH:16][C:15]([C:18]2[C:19]([C:24]#[N:25])=[CH:20][CH:21]=[CH:22][CH:23]=2)=[CH:14][CH:13]=1)[CH2:2][CH2:3][CH3:4].[H-].[Na+].Br[CH2:31][CH2:32][C:33]1[CH:38]=[CH:37][CH:36]=[CH:35][CH:34]=1.[Cl-].O[NH3+:41].[C:42](=[O:45])([O-])[OH:43].[Na+]. (2) Given the product [N+:16]([C:7]1[CH:8]=[C:9]([CH:14]=[CH:15][C:6]=1[S:1][S:1][C:6]1[CH:15]=[CH:14][C:9]([C:10]([O:12][CH3:13])=[O:11])=[CH:8][C:7]=1[N+:16]([O-:18])=[O:17])[C:10]([O:12][CH3:13])=[O:11])([O-:18])=[O:17], predict the reactants needed to synthesize it. The reactants are: [S-2:1].[Na+].[Na+].[S].Cl[C:6]1[CH:15]=[CH:14][C:9]([C:10]([O:12][CH3:13])=[O:11])=[CH:8][C:7]=1[N+:16]([O-:18])=[O:17]. (3) Given the product [C:39]([O:38][C:36]([C:33]1[CH:32]=[CH:31][C:30]([C:17]2[C:18]([CH3:29])([CH3:28])[C@H:19]3[C@:14]([CH3:43])([CH2:15][CH:16]=2)[C@@H:13]2[C@:22]([CH3:27])([C@@:23]4([CH3:26])[C@H:10]([CH2:11][CH2:12]2)[C@H:9]2[C@H:5]([C:3]([CH2:4][NH:57][CH2:56][CH2:54][OH:55])=[CH2:2])[CH2:6][CH2:7][C@:8]2([C:44]([OH:46])=[O:45])[CH2:25][CH2:24]4)[CH2:21][CH2:20]3)=[CH:35][CH:34]=1)=[O:37])([CH3:40])([CH3:41])[CH3:42], predict the reactants needed to synthesize it. The reactants are: Br[CH2:2][C:3]([C@H:5]1[C@@H:9]2[C@@H:10]3[C@@:23]([CH3:26])([CH2:24][CH2:25][C@@:8]2([C:44]([O:46][Si](C(C)(C)C)(C)C)=[O:45])[CH2:7][CH2:6]1)[C@@:22]1([CH3:27])[C@@H:13]([C@:14]2([CH3:43])[C@@H:19]([CH2:20][CH2:21]1)[C:18]([CH3:29])([CH3:28])[C:17]([C:30]1[CH:35]=[CH:34][C:33]([C:36]([O:38][C:39]([CH3:42])([CH3:41])[CH3:40])=[O:37])=[CH:32][CH:31]=1)=[CH:16][CH2:15]2)[CH2:12][CH2:11]3)=[CH2:4].[CH2:54]([CH2:56][NH2:57])[OH:55]. (4) Given the product [CH:1]([N:4]1[C:9](=[O:10])[C:8]([C:11]([OH:13])=[O:12])=[CH:7][C:6]2[CH:16]=[CH:17][S:18][C:5]1=2)([CH3:3])[CH3:2], predict the reactants needed to synthesize it. The reactants are: [CH:1]([N:4]1[C:9](=[O:10])[C:8]([C:11]([O:13]CC)=[O:12])=[CH:7][C:6]2[CH:16]=[CH:17][S:18][C:5]1=2)([CH3:3])[CH3:2].[OH-].[Na+].